Regression. Given two drug SMILES strings and cell line genomic features, predict the synergy score measuring deviation from expected non-interaction effect. From a dataset of NCI-60 drug combinations with 297,098 pairs across 59 cell lines. (1) Drug 1: C1=CC=C(C=C1)NC(=O)CCCCCCC(=O)NO. Drug 2: CC12CCC3C(C1CCC2OP(=O)(O)O)CCC4=C3C=CC(=C4)OC(=O)N(CCCl)CCCl.[Na+]. Cell line: LOX IMVI. Synergy scores: CSS=9.06, Synergy_ZIP=-0.138, Synergy_Bliss=1.46, Synergy_Loewe=-7.93, Synergy_HSA=-1.03. (2) Drug 1: CC12CCC3C(C1CCC2O)C(CC4=C3C=CC(=C4)O)CCCCCCCCCS(=O)CCCC(C(F)(F)F)(F)F. Drug 2: CC1=C(C(=O)C2=C(C1=O)N3CC4C(C3(C2COC(=O)N)OC)N4)N. Cell line: HOP-92. Synergy scores: CSS=14.0, Synergy_ZIP=-3.71, Synergy_Bliss=0.136, Synergy_Loewe=0.802, Synergy_HSA=1.26.